The task is: Regression/Classification. Given a drug SMILES string, predict its absorption, distribution, metabolism, or excretion properties. Task type varies by dataset: regression for continuous measurements (e.g., permeability, clearance, half-life) or binary classification for categorical outcomes (e.g., BBB penetration, CYP inhibition). For this dataset (lipophilicity_astrazeneca), we predict Y.. This data is from Experimental lipophilicity measurements (octanol/water distribution) for 4,200 compounds from AstraZeneca. (1) The molecule is Cc1ccc(S(=O)(=O)Nc2c(C(=O)N[C@H](C)C(C)(C)C)c(C)nn2-c2ccccc2)cc1. The Y is 1.20 logD. (2) The molecule is Cn1c(=O)n(Cc2ccc(Br)cc2)c2ccccc21. The Y is 2.81 logD. (3) The drug is NC1(C(=O)NC(Cc2ccccc2)c2ccc(Cl)cc2)CCN(c2ncnc3[nH]ccc23)CC1. The Y is 4.10 logD. (4) The molecule is O=C(O)c1ccc2c(c1)nc(Nc1cccc(Cl)c1)c1ccncc12. The Y is 1.29 logD. (5) The drug is COc1ccc2c(C)cc(=O)n(CCN3CCC(NCc4cc5c(cn4)OCCO5)CC3)c2c1. The Y is 1.72 logD.